Dataset: Full USPTO retrosynthesis dataset with 1.9M reactions from patents (1976-2016). Task: Predict the reactants needed to synthesize the given product. (1) Given the product [Cl:3][C:4]1[C:12]2[N:11]=[C:10]3[N:13]([C:17]4[CH:22]=[CH:21][C:20]([Cl:23])=[CH:19][C:18]=4[C:24]([F:25])([F:27])[F:26])[CH2:14][CH2:15][CH2:16][N:9]3[C:8]=2[C:7]([CH:28]([O:31][CH3:32])[CH2:29][CH3:30])=[CH:6][CH:5]=1, predict the reactants needed to synthesize it. The reactants are: [H-].[Na+].[Cl:3][C:4]1[C:12]2[N:11]=[C:10]3[N:13]([C:17]4[CH:22]=[CH:21][C:20]([Cl:23])=[CH:19][C:18]=4[C:24]([F:27])([F:26])[F:25])[CH2:14][CH2:15][CH2:16][N:9]3[C:8]=2[C:7]([CH:28]([OH:31])[CH2:29][CH3:30])=[CH:6][CH:5]=1.[CH3:32]I. (2) Given the product [C:22]1([S:28]([N:31]2[CH2:35][CH2:34][CH2:33][C@H:32]2[C:36]([NH:4][C:3]2[C:5]([CH3:15])=[CH:6][C:7]([CH3:14])=[C:8]([N:9]3[CH2:13][CH2:12][CH2:11][CH2:10]3)[C:2]=2[CH3:1])=[O:37])(=[O:29])=[O:30])[CH:23]=[CH:24][CH:25]=[CH:26][CH:27]=1, predict the reactants needed to synthesize it. The reactants are: [CH3:1][C:2]1[C:8]([N:9]2[CH2:13][CH2:12][CH2:11][CH2:10]2)=[C:7]([CH3:14])[CH:6]=[C:5]([CH3:15])[C:3]=1[NH2:4].N1C=CC=CC=1.[C:22]1([S:28]([N:31]2[CH2:35][CH2:34][CH2:33][CH:32]2[C:36](Cl)=[O:37])(=[O:30])=[O:29])[CH:27]=[CH:26][CH:25]=[CH:24][CH:23]=1.Cl. (3) The reactants are: Cl.[NH2:2][CH:3]1[CH2:8][CH2:7][N:6]([CH2:9][CH2:10][CH2:11][N:12]([CH2:16][CH2:17][OH:18])[CH2:13][CH2:14][OH:15])[CH2:5][CH2:4]1.C(N([CH:25]([CH3:27])[CH3:26])C(C)C)C.C(OC(OC(O[C:39]([CH3:42])([CH3:41])C)=O)=O)(C)(C)C.[C:43](Cl)(=[O:61])[CH2:44][CH2:45][CH2:46][CH2:47][CH2:48][CH2:49][CH2:50]/[CH:51]=[CH:52]\[CH2:53][CH2:54][CH2:55][CH2:56][CH2:57][CH2:58][CH2:59][CH3:60].Cl. Given the product [NH2:2][CH:3]1[CH2:4][CH2:5][N:6]([CH2:9][CH2:10][CH2:11][N:12]([CH2:16][CH2:17][O:18][C:43](=[O:61])[CH2:44][CH2:45][CH2:46][CH2:47][CH2:48][CH2:49][CH2:50]/[CH:51]=[CH:52]\[CH2:53][CH2:54][CH2:42][CH2:39][CH2:41][CH2:27][CH2:25][CH3:26])[CH2:13][CH2:14][O:15][C:43](=[O:61])[CH2:44][CH2:45][CH2:46][CH2:47][CH2:48][CH2:49][CH2:50]/[CH:51]=[CH:52]\[CH2:53][CH2:54][CH2:55][CH2:56][CH2:57][CH2:58][CH2:59][CH3:60])[CH2:7][CH2:8]1, predict the reactants needed to synthesize it. (4) Given the product [F:33][C:32]([F:35])([F:34])[O:31][C:28]1[CH:29]=[CH:30][C:25]([CH2:24][C:23]2[C:3]3[C:4](=[O:22])[N:5]([C:12]4[CH:17]=[CH:16][CH:15]=[C:14]([C:18]([F:21])([F:19])[F:20])[CH:13]=4)[C:6]4[N:7]=[CH:8][CH:9]=[CH:10][C:11]=4[C:2]=3[NH:39][N:38]=2)=[CH:26][CH:27]=1, predict the reactants needed to synthesize it. The reactants are: O[C:2]1[C:11]2[C:6](=[N:7][CH:8]=[CH:9][CH:10]=2)[N:5]([C:12]2[CH:17]=[CH:16][CH:15]=[C:14]([C:18]([F:21])([F:20])[F:19])[CH:13]=2)[C:4](=[O:22])[C:3]=1[C:23](=O)[CH2:24][C:25]1[CH:30]=[CH:29][C:28]([O:31][C:32]([F:35])([F:34])[F:33])=[CH:27][CH:26]=1.O.[NH2:38][NH2:39].C(=O)([O-])O.[Na+]. (5) The reactants are: [Br:1][C:2]1[CH:7]=[CH:6][C:5](I)=[CH:4][CH:3]=1.[NH:9]1[CH2:14][CH2:13][O:12][CH2:11][CH2:10]1.CC(C)([O-])C.[Na+].C1OCCOCCOCCOCCOCCOC1.C1C=CC(P(C2C(C3C(P(C4C=CC=CC=4)C4C=CC=CC=4)=CC=C4C=3C=CC=C4)=C3C(C=CC=C3)=CC=2)C2C=CC=CC=2)=CC=1. Given the product [Br:1][C:2]1[CH:7]=[CH:6][C:5]([N:9]2[CH2:14][CH2:13][O:12][CH2:11][CH2:10]2)=[CH:4][CH:3]=1, predict the reactants needed to synthesize it.